This data is from Full USPTO retrosynthesis dataset with 1.9M reactions from patents (1976-2016). The task is: Predict the reactants needed to synthesize the given product. (1) Given the product [CH2:1]([NH:6][CH2:7][C:8]([OH:10])=[O:9])[CH:2]=[CH:3][CH3:4], predict the reactants needed to synthesize it. The reactants are: [CH2:1]([NH:6][CH2:7][C:8]([OH:10])=[O:9])[CH:2]=[C:3](C)[CH3:4].C/C=C\C. (2) Given the product [CH3:34][N:33]([CH3:32])[CH2:35][C:36]([N:38]1[C:47]2[C:42](=[CH:43][C:44]([O:49][CH3:50])=[C:45]([NH:48][C:3]3[NH:4][C:5]4=[N:21][CH:20]=[CH:19][C:6]4=[C:7]([NH:8][C:9]4[CH:10]=[CH:11][CH:12]=[C:13]([F:18])[C:14]=4[C:15]([NH:54][CH3:53])=[O:17])[N:16]=3)[CH:46]=2)[C:41]([CH3:52])([CH3:51])[CH2:40][CH2:39]1)=[O:37], predict the reactants needed to synthesize it. The reactants are: Cl.Cl[C:3]1[N:16]2[C:7](=[N:8][C:9]3[C:14]([C:15]2=[O:17])=[C:13]([F:18])[CH:12]=[CH:11][CH:10]=3)[C:6]2[CH:19]=[CH:20][N:21](S(C3C=CC(C)=CC=3)(=O)=O)[C:5]=2[N:4]=1.[CH3:32][N:33]([CH2:35][C:36]([N:38]1[C:47]2[C:42](=[CH:43][C:44]([O:49][CH3:50])=[C:45]([NH2:48])[CH:46]=2)[C:41]([CH3:52])([CH3:51])[CH2:40][CH2:39]1)=[O:37])[CH3:34].[CH3:53][NH2:54].C[O-].[Na+]. (3) Given the product [CH3:18][O:17][C:10]1[CH:9]=[C:8]2[C:13](=[CH:12][C:11]=1[N+:14]([O-:16])=[O:15])[NH:5][CH2:6][CH2:7]2, predict the reactants needed to synthesize it. The reactants are: Cl.C([N:5]1[C:13]2[C:8](=[CH:9][C:10]([O:17][CH3:18])=[C:11]([N+:14]([O-:16])=[O:15])[CH:12]=2)[CH2:7][CH2:6]1)(=O)C. (4) Given the product [ClH:28].[CH2:1]([O:8][C:9]([C:11]1[C:19]2[C:14](=[CH:15][CH:16]=[C:17]([CH2:20][CH2:21][N:22]3[CH2:26][CH2:25][CH2:24][CH2:23]3)[CH:18]=2)[NH:13][C:12]=1[CH3:27])=[O:10])[C:2]1[CH:7]=[CH:6][CH:5]=[CH:4][CH:3]=1, predict the reactants needed to synthesize it. The reactants are: [CH2:1]([O:8][C:9]([C:11]1[C:19]2[C:14](=[CH:15][CH:16]=[C:17]([CH2:20][CH2:21][N:22]3[CH2:26][CH2:25][CH2:24][CH2:23]3)[CH:18]=2)[NH:13][C:12]=1[CH3:27])=[O:10])[C:2]1[CH:7]=[CH:6][CH:5]=[CH:4][CH:3]=1.[ClH:28]. (5) Given the product [Cl:1][C:2]1[CH:7]=[CH:6][CH:5]=[CH:4][C:3]=1[S:8]([N:11]1[CH2:13][C@@H:12]([C:14]([N:16]2[CH2:21][CH2:20][N:19]([C:22]3[C:27]([C:28]([F:30])([F:29])[F:31])=[CH:26][CH:25]=[CH:24][N:23]=3)[CH2:18][CH2:17]2)=[O:15])[N:40]([CH:37]2[CH2:38][CH2:39][O:34][CH2:35][CH2:36]2)[C:41]1=[O:42])(=[O:10])=[O:9], predict the reactants needed to synthesize it. The reactants are: [Cl:1][C:2]1[CH:7]=[CH:6][CH:5]=[CH:4][C:3]=1[S:8]([N@:11]1[CH2:13][CH:12]1[C:14]([N:16]1[CH2:21][CH2:20][N:19]([C:22]2[C:27]([C:28]([F:31])([F:30])[F:29])=[CH:26][CH:25]=[CH:24][N:23]=2)[CH2:18][CH2:17]1)=[O:15])(=[O:10])=[O:9].[I-].[Na+].[O:34]1[CH2:39][CH2:38][CH:37]([N:40]=[C:41]=[O:42])[CH2:36][CH2:35]1. (6) Given the product [C:26]([C:16]1[CH:17]=[CH:18][C:19]([N:20]2[CH2:21][CH2:22][N:23]([C:4]([C:3]3[CH:7]=[C:8]([CH:9]=[CH:10][C:2]=3[Br:1])[C:11]#[N:12])=[O:6])[CH2:24][CH2:25]2)=[C:14]([F:13])[CH:15]=1)(=[O:28])[CH3:27], predict the reactants needed to synthesize it. The reactants are: [Br:1][C:2]1[CH:10]=[CH:9][C:8]([C:11]#[N:12])=[CH:7][C:3]=1[C:4]([OH:6])=O.[F:13][C:14]1[CH:15]=[C:16]([C:26](=[O:28])[CH3:27])[CH:17]=[CH:18][C:19]=1[N:20]1[CH2:25][CH2:24][NH:23][CH2:22][CH2:21]1. (7) The reactants are: [C:1]([O:5][C:6]([N:8]1[CH2:12][C@H:11]([F:13])[CH2:10][C@H:9]1[C:14]([OH:16])=[O:15])=[O:7])([CH3:4])([CH3:3])[CH3:2].[C:17](=O)([O-])[O-].[K+].[K+].CI. Given the product [F:13][C@H:11]1[CH2:12][N:8]([C:6]([O:5][C:1]([CH3:4])([CH3:2])[CH3:3])=[O:7])[C@H:9]([C:14]([O:16][CH3:17])=[O:15])[CH2:10]1, predict the reactants needed to synthesize it.